This data is from Full USPTO retrosynthesis dataset with 1.9M reactions from patents (1976-2016). The task is: Predict the reactants needed to synthesize the given product. Given the product [CH2:2]([S:9][C:10]1[NH:14][N:13]=[N:12][CH:11]=1)[CH2:3][CH2:4][CH:5]=[CH2:6], predict the reactants needed to synthesize it. The reactants are: Br[CH2:2][CH2:3][CH2:4][CH:5]=[CH2:6].[Na+].[I-].[SH:9][C:10]1[NH:14][N:13]=[N:12][CH:11]=1.